This data is from Catalyst prediction with 721,799 reactions and 888 catalyst types from USPTO. The task is: Predict which catalyst facilitates the given reaction. (1) Reactant: [CH:1]1([CH3:11])[CH2:6][CH2:5][CH:4]([CH:7]([CH3:9])[CH3:8])[CH:3](Cl)[CH2:2]1.[Mg].[P:13]([Cl:16])(Cl)Cl. Product: [Cl:16][P:13]([CH:3]1[CH:4]([CH:7]([CH3:9])[CH3:8])[CH2:5][CH2:6][CH:1]([CH3:11])[CH2:2]1)[CH:3]1[CH:4]([CH:7]([CH3:9])[CH3:8])[CH2:5][CH2:6][CH:1]([CH3:11])[CH2:2]1. The catalyst class is: 7. (2) Reactant: [S:1]1[CH2:6][CH2:5][CH2:4][C:3](=O)[CH2:2]1.[Si](OS(C(F)(F)F)(=O)=O)(C)(C)C.[Br:20][C:21]1[CH:22]=[C:23]2[C:27](=[C:28]([C:30]([O:32][CH2:33][CH3:34])=[O:31])[CH:29]=1)[NH:26][CH:25]=[CH:24]2.C([SiH](CC)CC)C. Product: [Br:20][C:21]1[CH:22]=[C:23]2[C:27](=[C:28]([C:30]([O:32][CH2:33][CH3:34])=[O:31])[CH:29]=1)[NH:26][CH:25]=[C:24]2[CH:3]1[CH2:4][CH2:5][CH2:6][S:1][CH2:2]1. The catalyst class is: 4. (3) Reactant: C(OC(=O)[NH:7][CH2:8][CH2:9][CH2:10][N:11]1[C:20]2[CH:19]=[CH:18][C:17]([C:21]3[CH:26]=[CH:25][C:24]([C:27]#[N:28])=[CH:23][CH:22]=3)=[CH:16][C:15]=2[C:14]2=[N:29][N:30](C3CCCCO3)[C:31]([CH3:32])=[C:13]2[C:12]1=[O:39])(C)(C)C.Cl. Product: [NH2:7][CH2:8][CH2:9][CH2:10][N:11]1[C:20]2[CH:19]=[CH:18][C:17]([C:21]3[CH:26]=[CH:25][C:24]([C:27]#[N:28])=[CH:23][CH:22]=3)=[CH:16][C:15]=2[C:14]2=[N:29][NH:30][C:31]([CH3:32])=[C:13]2[C:12]1=[O:39]. The catalyst class is: 5. (4) Reactant: [F:1][C:2]1[CH:7]=[CH:6][C:5]([C:8]2[C:13]([C:14]3[CH:19]=[CH:18][N:17]=[CH:16][CH:15]=3)=[C:12]([C:20]3[CH:25]=[CH:24][C:23]([F:26])=[CH:22][CH:21]=3)[N:11]=[C:10]3[NH:27][N:28]=[CH:29][C:9]=23)=[CH:4][CH:3]=1.[Br:30]Br.C(#N)C. Product: [Br:30][C:29]1[C:9]2[C:10](=[N:11][C:12]([C:20]3[CH:25]=[CH:24][C:23]([F:26])=[CH:22][CH:21]=3)=[C:13]([C:14]3[CH:15]=[CH:16][N:17]=[CH:18][CH:19]=3)[C:8]=2[C:5]2[CH:6]=[CH:7][C:2]([F:1])=[CH:3][CH:4]=2)[NH:27][N:28]=1. The catalyst class is: 22. (5) Reactant: [CH2:1]([NH2:3])[CH3:2].[C:4]1([O:10][C:11]2[CH:16]=[CH:15][CH:14]=[CH:13][C:12]=2[CH2:17]Br)[CH:9]=[CH:8][CH:7]=[CH:6][CH:5]=1. Product: [CH2:1]([NH:3][CH2:17][C:12]1[CH:13]=[CH:14][CH:15]=[CH:16][C:11]=1[O:10][C:4]1[CH:9]=[CH:8][CH:7]=[CH:6][CH:5]=1)[CH3:2]. The catalyst class is: 90.